Binary Classification. Given a T-cell receptor sequence (or CDR3 region) and an epitope sequence, predict whether binding occurs between them. From a dataset of TCR-epitope binding with 47,182 pairs between 192 epitopes and 23,139 TCRs. The epitope is KAYNVTQAF. The TCR CDR3 sequence is CASSLTGDYEQYF. Result: 1 (the TCR binds to the epitope).